This data is from Reaction yield outcomes from USPTO patents with 853,638 reactions. The task is: Predict the reaction yield, written as a fraction of the theoretical maximum amount of product (1.0 means a 100% yield; for example, 0.34 means a 34% yield). (1) The reactants are [C:1]([O:5][C:6]([CH2:8][CH2:9][CH2:10][C:11](=[O:16])[C:12]([O:14][CH3:15])=[O:13])=[O:7])([CH3:4])([CH3:3])[CH3:2].C(O[BH-](OC(=O)C)OC(=O)C)(=O)C.[Na+].C(OC(CCCCCC(O)C(OC)=O)=O)(C)(C)C. No catalyst specified. The product is [C:1]([O:5][C:6]([CH2:8][CH2:9][CH2:10][CH:11]([OH:16])[C:12]([O:14][CH3:15])=[O:13])=[O:7])([CH3:3])([CH3:4])[CH3:2]. The yield is 0.780. (2) The reactants are C([O:4][CH2:5][C:6]1([C:17]([O:19][CH2:20][CH3:21])=[O:18])[CH2:9][N:8]([CH2:10][C:11]2[CH:16]=[CH:15][CH:14]=[CH:13][CH:12]=2)[CH2:7]1)(=O)C.C(=O)([O-])[O-].[K+].[K+]. The catalyst is C(O)C. The product is [CH2:10]([N:8]1[CH2:9][C:6]([CH2:5][OH:4])([C:17]([O:19][CH2:20][CH3:21])=[O:18])[CH2:7]1)[C:11]1[CH:16]=[CH:15][CH:14]=[CH:13][CH:12]=1. The yield is 0.500. (3) The reactants are [CH2:1]([N:3]([C@H:13]1[CH2:18][CH2:17][C@H:16]([N:19]([CH2:21][CH3:22])[CH3:20])[CH2:15][CH2:14]1)[C:4]1[S:8][CH:7]=[C:6]([C:9]([OH:11])=O)[C:5]=1[CH3:12])[CH3:2].C(Cl)CCl.C1C=NC2N(O)N=NC=2C=1.Cl.[NH2:38][CH2:39][C:40]1[C:41](=[O:48])[NH:42][C:43]([CH3:47])=[CH:44][C:45]=1[CH3:46].CN1CCOCC1. The catalyst is CN(C=O)C.O. The product is [CH3:46][C:45]1[CH:44]=[C:43]([CH3:47])[NH:42][C:41](=[O:48])[C:40]=1[CH2:39][NH:38][C:9]([C:6]1[C:5]([CH3:12])=[C:4]([N:3]([CH2:1][CH3:2])[C@H:13]2[CH2:18][CH2:17][C@H:16]([N:19]([CH2:21][CH3:22])[CH3:20])[CH2:15][CH2:14]2)[S:8][CH:7]=1)=[O:11]. The yield is 0.252. (4) The reactants are [CH2:1]([NH:3][C:4](=[O:11])[NH:5]OCC(O)=O)[CH3:2].[NH2:12][C@@H:13]([C:37]1[CH:42]=[CH:41][CH:40]=[CH:39][CH:38]=1)[C:14]([N:16]([C@@H:28]([CH3:36])[CH:29]([O:33][CH2:34][CH3:35])[O:30][CH2:31][CH3:32])[CH2:17][C:18]1[C:27]2[C:22](=[CH:23][CH:24]=[CH:25][CH:26]=2)[CH:21]=[CH:20][CH:19]=1)=[O:15]. No catalyst specified. The product is [CH2:31]([O:30][CH:29]([O:33][CH2:34][CH3:35])[C@@H:28]([N:16]([CH2:17][C:18]1[C:27]2[C:22](=[CH:23][CH:24]=[CH:25][CH:26]=2)[CH:21]=[CH:20][CH:19]=1)[C:14](=[O:15])[C@@H:13]([NH:12][C:29](=[O:30])[CH2:28][N:16]([CH3:14])[NH:5][C:4]([NH:3][CH2:1][CH3:2])=[O:11])[C:37]1[CH:38]=[CH:39][CH:40]=[CH:41][CH:42]=1)[CH3:36])[CH3:32]. The yield is 0.250. (5) The reactants are [C:1]([C:5]1C=C(C2C=CC=C(C3N=C(C=O)C4C(C=3)=C[C:23]([O:27]C)=[C:22](OC)C=4)C=2)[CH:8]=[CH:9][CH:10]=1)(C)(C)[CH3:2].[BH4-].[Na+].C[C:36]([CH3:38])=[O:37]. The catalyst is C(O)C. The product is [CH3:22][CH2:23][O:27][C:36]([CH3:38])=[O:37].[CH3:2][CH2:1][CH2:5][CH2:10][CH2:9][CH3:8]. The yield is 0.520. (6) The reactants are [CH3:1][C:2]1[CH:7]=[CH:6][C:5]([S:8][C:9]2[CH:10]=[C:11]([NH2:15])[CH:12]=[CH:13][CH:14]=2)=[C:4]([N+:16]([O-:18])=[O:17])[CH:3]=1.[C:19](Cl)(=[O:21])[CH3:20]. The catalyst is C(Cl)Cl. The product is [CH3:1][C:2]1[CH:7]=[CH:6][C:5]([S:8][C:9]2[CH:10]=[C:11]([NH:15][C:19](=[O:21])[CH3:20])[CH:12]=[CH:13][CH:14]=2)=[C:4]([N+:16]([O-:18])=[O:17])[CH:3]=1. The yield is 0.610. (7) The product is [C:15]([O:19][C:20]([N:22]1[CH2:27][CH2:26][CH:25]([NH:28][C:2]2[O:3][C:4]3[C:9]([N:1]=2)=[CH:8][CH:7]=[CH:6][N:5]=3)[CH2:24][CH2:23]1)=[O:21])([CH3:18])([CH3:16])[CH3:17]. The catalyst is CN(C=O)C. The reactants are [N:1]1[C:9]2[C:4](=[N:5][CH:6]=[CH:7][CH:8]=2)[O:3][C:2]=1S.S(Cl)(Cl)=O.[C:15]([O:19][C:20]([N:22]1[CH2:27][CH2:26][CH:25]([NH2:28])[CH2:24][CH2:23]1)=[O:21])([CH3:18])([CH3:17])[CH3:16]. The yield is 0.190. (8) The reactants are [C:1]([O:5][C:6](=[O:25])[NH:7][CH:8]([C:10]1[CH:15]=[CH:14][C:13]([NH2:16])=[C:12]([C:17]#[C:18][C:19]2[CH:24]=[CH:23][CH:22]=[CH:21][CH:20]=2)[CH:11]=1)[CH3:9])([CH3:4])([CH3:3])[CH3:2].[CH3:26][S:27](O[S:27]([CH3:26])(=[O:29])=[O:28])(=[O:29])=[O:28].N1C=CC=CC=1. The catalyst is C(Cl)Cl. The product is [C:1]([O:5][C:6](=[O:25])[NH:7][CH:8]([C:10]1[CH:15]=[CH:14][C:13]([NH:16][S:27]([CH3:26])(=[O:29])=[O:28])=[C:12]([C:17]#[C:18][C:19]2[CH:24]=[CH:23][CH:22]=[CH:21][CH:20]=2)[CH:11]=1)[CH3:9])([CH3:2])([CH3:3])[CH3:4]. The yield is 0.830.